This data is from Reaction yield outcomes from USPTO patents with 853,638 reactions. The task is: Predict the reaction yield, written as a fraction of the theoretical maximum amount of product (1.0 means a 100% yield; for example, 0.34 means a 34% yield). The reactants are C([NH:9][C:10]([NH:12][C@H:13]([CH3:18])[C:14]([F:17])([F:16])[F:15])=[S:11])(=O)C1C=CC=CC=1.C(=O)([O-])[O-].[K+].[K+]. The catalyst is CO.O. The product is [CH3:18][C@@H:13]([NH:12][C:10]([NH2:9])=[S:11])[C:14]([F:17])([F:16])[F:15]. The yield is 0.740.